Dataset: NCI-60 drug combinations with 297,098 pairs across 59 cell lines. Task: Regression. Given two drug SMILES strings and cell line genomic features, predict the synergy score measuring deviation from expected non-interaction effect. Drug 1: CC1C(C(=O)NC(C(=O)N2CCCC2C(=O)N(CC(=O)N(C(C(=O)O1)C(C)C)C)C)C(C)C)NC(=O)C3=C4C(=C(C=C3)C)OC5=C(C(=O)C(=C(C5=N4)C(=O)NC6C(OC(=O)C(N(C(=O)CN(C(=O)C7CCCN7C(=O)C(NC6=O)C(C)C)C)C)C(C)C)C)N)C. Drug 2: CC(C)CN1C=NC2=C1C3=CC=CC=C3N=C2N. Cell line: MALME-3M. Synergy scores: CSS=13.5, Synergy_ZIP=0.302, Synergy_Bliss=1.89, Synergy_Loewe=-5.83, Synergy_HSA=0.736.